Task: Predict the product of the given reaction.. Dataset: Forward reaction prediction with 1.9M reactions from USPTO patents (1976-2016) (1) Given the reactants [F:1][C:2]([F:12])([F:11])[C:3]1[CH:4]=[C:5]([CH:8]=[CH:9][CH:10]=1)[CH:6]=[O:7].[S:13]([CH2:23][N+:24]#[C-:25])([C:16]1[CH:22]=[CH:21][C:19]([CH3:20])=[CH:18][CH:17]=1)(=[O:15])=[O:14].[C-]#N.[Na+], predict the reaction product. The product is: [C:19]1([CH3:20])[CH:18]=[CH:17][C:16]([S:13]([C@@H:23]2[C@@H:6]([C:5]3[CH:8]=[CH:9][CH:10]=[C:3]([C:2]([F:11])([F:12])[F:1])[CH:4]=3)[O:7][CH:25]=[N:24]2)(=[O:14])=[O:15])=[CH:22][CH:21]=1. (2) Given the reactants [F:1][C:2]1[CH:3]=[C:4]([C:10]2[N:14]([CH2:15][CH2:16][CH2:17][CH2:18][CH2:19][B:20]3[O:24]C(C)(C)C(C)(C)[O:21]3)[C:13]3[CH:29]=[CH:30][CH:31]=[CH:32][C:12]=3[N:11]=2)[CH:5]=[CH:6][C:7]=1[O:8][CH3:9].N(CCO)CCO.C(#N)C.O.CCCCCC.CCOC(C)=O, predict the reaction product. The product is: [F:1][C:2]1[CH:3]=[C:4]([C:10]2[N:14]([CH2:15][CH2:16][CH2:17][CH2:18][CH2:19][B:20]([OH:24])[OH:21])[C:13]3[CH:29]=[CH:30][CH:31]=[CH:32][C:12]=3[N:11]=2)[CH:5]=[CH:6][C:7]=1[O:8][CH3:9].